Dataset: Reaction yield outcomes from USPTO patents with 853,638 reactions. Task: Predict the reaction yield, written as a fraction of the theoretical maximum amount of product (1.0 means a 100% yield; for example, 0.34 means a 34% yield). (1) The reactants are [Cl:1][C:2]1[N:7]=[C:6]([O:8][C:9]2[CH:14]=[CH:13][C:12]([O:15][CH3:16])=[CH:11][CH:10]=2)[C:5]([NH2:17])=[CH:4][N:3]=1.[C:18]([N:25]1[CH2:31][CH2:30][CH2:29][C@H:26]1[CH:27]=O)([O:20][C:21]([CH3:24])([CH3:23])[CH3:22])=[O:19].C(O)(=O)C.[BH-](OC(C)=O)(OC(C)=O)OC(C)=O.[Na+]. The catalyst is ClCCCl.C(Cl)Cl. The product is [C:21]([O:20][C:18]([N:25]1[CH2:31][CH2:30][CH2:29][C@H:26]1[CH2:27][NH:17][C:5]1[C:6]([O:8][C:9]2[CH:10]=[CH:11][C:12]([O:15][CH3:16])=[CH:13][CH:14]=2)=[N:7][C:2]([Cl:1])=[N:3][CH:4]=1)=[O:19])([CH3:24])([CH3:22])[CH3:23]. The yield is 0.850. (2) The reactants are Cl[C:2]1[N:10]=[C:9]([CH3:11])[N:8]=[C:7]2[C:3]=1[N:4]=[CH:5][N:6]2[CH:12]1[CH2:17][CH2:16][CH2:15][CH2:14][O:13]1.[Cl:18][C:19]1[CH:20]=[C:21](B(O)O)[C:22]([F:25])=[N:23][CH:24]=1.C([O-])(=O)C.[K+].O. The catalyst is C1COCC1. The product is [Cl:18][C:19]1[CH:20]=[C:21]([C:2]2[N:10]=[C:9]([CH3:11])[N:8]=[C:7]3[C:3]=2[N:4]=[CH:5][N:6]3[CH:12]2[CH2:17][CH2:16][CH2:15][CH2:14][O:13]2)[C:22]([F:25])=[N:23][CH:24]=1. The yield is 0.730. (3) The product is [CH3:21][C:12]1([C:16]([O:18][CH2:19][CH3:20])=[O:17])[CH2:13][CH2:14][CH2:15][N:10]([S:7]([C:1]2[CH:2]=[CH:3][CH:4]=[CH:5][CH:6]=2)(=[O:9])=[O:8])[CH2:11]1. The reactants are [C:1]1([S:7]([N:10]2[CH2:15][CH2:14][CH2:13][CH:12]([C:16]([O:18][CH2:19][CH3:20])=[O:17])[CH2:11]2)(=[O:9])=[O:8])[CH:6]=[CH:5][CH:4]=[CH:3][CH:2]=1.[CH3:21][Si](C)(C)[N-][Si](C)(C)C.[Li+].CCCCCC.CI. The yield is 0.400. The catalyst is O1CCCC1. (4) The reactants are FC(F)(F)C(O)=O.[CH3:8][O:9][C:10](=[O:38])[C@H:11]([NH:27][C:28]([O:30][CH2:31][C:32]1[CH:37]=[CH:36][CH:35]=[CH:34][CH:33]=1)=[O:29])[CH2:12][C:13]1[CH:18]=[C:17]([Cl:19])[C:16]([NH2:20])=[C:15]([CH3:21])[C:14]=1[CH2:22][O:23][C:24](=[O:26])[CH3:25].[N:39](OCCC(C)C)=O.C([O-])(=O)C.[K+]. The catalyst is C(O)(=O)C.C(Cl)(Cl)Cl.ClCCl. The product is [CH3:8][O:9][C:10](=[O:38])[C@H:11]([NH:27][C:28]([O:30][CH2:31][C:32]1[CH:33]=[CH:34][CH:35]=[CH:36][CH:37]=1)=[O:29])[CH2:12][C:13]1[C:14]([CH2:22][O:23][C:24](=[O:26])[CH3:25])=[C:15]2[C:16](=[C:17]([Cl:19])[CH:18]=1)[NH:20][N:39]=[CH:21]2. The yield is 0.830. (5) The reactants are [Cl:1][C:2]1[C:7]([S:8]([CH3:11])(=[O:10])=[O:9])=[CH:6][CH:5]=[CH:4][C:3]=1[C:12]1[CH2:13][CH2:14][N:15]([CH2:18][CH2:19][CH3:20])[CH2:16][CH:17]=1.Cl. The catalyst is CO.[Pt]=O. The product is [Cl:1][C:2]1[C:7]([S:8]([CH3:11])(=[O:10])=[O:9])=[CH:6][CH:5]=[CH:4][C:3]=1[CH:12]1[CH2:17][CH2:16][N:15]([CH2:18][CH2:19][CH3:20])[CH2:14][CH2:13]1. The yield is 0.750. (6) The reactants are Cl[C:2]1[CH:7]=[CH:6][C:5]([N+:8]([O-])=O)=[CH:4][N:3]=1.[NH:11]1[CH2:16][CH2:15][CH2:14][CH:13]([NH:17][C:18](=[O:24])[O:19][C:20]([CH3:23])([CH3:22])[CH3:21])[CH2:12]1.C(N(CC)CC)C. The catalyst is C1COCC1. The product is [NH2:8][C:5]1[CH:6]=[CH:7][C:2]([N:11]2[CH2:16][CH2:15][CH2:14][CH:13]([NH:17][C:18](=[O:24])[O:19][C:20]([CH3:22])([CH3:21])[CH3:23])[CH2:12]2)=[N:3][CH:4]=1. The yield is 0.930. (7) The reactants are [Cl:1][C:2]1[S:6][C:5]([C:7]2[O:11][N:10]=[CH:9][C:8]=2[CH2:12][CH2:13][C:14]([OH:16])=[O:15])=[CH:4][CH:3]=1.S(=O)(=O)(O)O.[CH3:22]O. No catalyst specified. The product is [Cl:1][C:2]1[S:6][C:5]([C:7]2[O:11][N:10]=[CH:9][C:8]=2[CH2:12][CH2:13][C:14]([O:16][CH3:22])=[O:15])=[CH:4][CH:3]=1. The yield is 0.860. (8) The reactants are [CH3:1][N:2]1[CH:6]=[C:5]([C:7](O)=[O:8])[C:4]([CH3:10])=[N:3]1.C(Cl)(=O)C(Cl)=O.[NH2:17][C:18]1[CH:19]=[C:20]([CH:37]=[CH:38][C:39]=1[F:40])[O:21][C:22]1[CH:23]=[CH:24][C:25]2[N:26]([CH:28]=[C:29]([NH:31][C:32]([CH:34]3[CH2:36][CH2:35]3)=[O:33])[N:30]=2)[N:27]=1. The catalyst is CN(C)C=O.O1CCCC1.C(OCC)(=O)C. The product is [CH:34]1([C:32]([NH:31][C:29]2[N:30]=[C:25]3[CH:24]=[CH:23][C:22]([O:21][C:20]4[CH:37]=[CH:38][C:39]([F:40])=[C:18]([NH:17][C:7]([C:5]5[C:4]([CH3:10])=[N:3][N:2]([CH3:1])[CH:6]=5)=[O:8])[CH:19]=4)=[N:27][N:26]3[CH:28]=2)=[O:33])[CH2:35][CH2:36]1. The yield is 0.390. (9) The reactants are [CH2:1]([CH:8]1[CH2:17][C:16]2[C:11](=[CH:12][CH:13]=[CH:14][CH:15]=2)[CH2:10][NH:9]1)[C:2]1[CH:7]=[CH:6][CH:5]=[CH:4][CH:3]=1.CN(C)C1C=CC=CC=1.[Br:27][CH2:28][C:29](Br)=[O:30].O. The catalyst is C(Cl)Cl. The product is [Br:27][CH2:28][C:29]([N:9]1[CH:8]([CH2:1][C:2]2[CH:3]=[CH:4][CH:5]=[CH:6][CH:7]=2)[CH2:17][C:16]2[C:11](=[CH:12][CH:13]=[CH:14][CH:15]=2)[CH2:10]1)=[O:30]. The yield is 0.880.